From a dataset of Peptide-MHC class I binding affinity with 185,985 pairs from IEDB/IMGT. Regression. Given a peptide amino acid sequence and an MHC pseudo amino acid sequence, predict their binding affinity value. This is MHC class I binding data. (1) The peptide sequence is KQWIVAGAI. The MHC is HLA-A02:12 with pseudo-sequence HLA-A02:12. The binding affinity (normalized) is 0.0847. (2) The peptide sequence is AMQIIRDI. The MHC is Mamu-B17 with pseudo-sequence Mamu-B17. The binding affinity (normalized) is 0. (3) The peptide sequence is IISAVVGILL. The MHC is HLA-A02:01 with pseudo-sequence HLA-A02:01. The binding affinity (normalized) is 0.442. (4) The peptide sequence is YLKKGRLSL. The MHC is HLA-A02:03 with pseudo-sequence HLA-A02:03. The binding affinity (normalized) is 0.719. (5) The peptide sequence is RSASGGVYL. The MHC is HLA-A68:02 with pseudo-sequence HLA-A68:02. The binding affinity (normalized) is 0.224. (6) The peptide sequence is EEDLPVTWR. The MHC is HLA-B08:01 with pseudo-sequence HLA-B08:01. The binding affinity (normalized) is 0.0847.